Dataset: Catalyst prediction with 721,799 reactions and 888 catalyst types from USPTO. Task: Predict which catalyst facilitates the given reaction. (1) The catalyst class is: 73. Reactant: Br[C:2]1[N:10]([CH2:11][C:12]2[CH:17]=[CH:16][C:15]([O:18][CH3:19])=[CH:14][CH:13]=2)[C:9]2[C:8](=[O:20])[N:7]3[C:21]([CH3:24])=[N:22][N:23]=[C:6]3[N:5]([CH2:25][CH2:26][CH2:27][CH2:28][CH3:29])[C:4]=2[N:3]=1.[CH3:30][N:31]1[CH:35]=[C:34](B2OC(C)(C)C(C)(C)O2)[CH:33]=[N:32]1.C(=O)([O-])[O-].[Na+].[Na+].C1(C)C=CC=CC=1. Product: [CH3:19][O:18][C:15]1[CH:16]=[CH:17][C:12]([CH2:11][N:10]2[C:9]3[C:8](=[O:20])[N:7]4[C:21]([CH3:24])=[N:22][N:23]=[C:6]4[N:5]([CH2:25][CH2:26][CH2:27][CH2:28][CH3:29])[C:4]=3[N:3]=[C:2]2[C:34]2[CH:33]=[N:32][N:31]([CH3:30])[CH:35]=2)=[CH:13][CH:14]=1. (2) Reactant: C(OC(=O)[NH:7][C:8]1([C:11]2[CH:16]=[CH:15][C:14]([C:17]3[CH:18]=[CH:19][C:20]4[N:21]([CH:23]=[C:24]([CH3:26])[N:25]=4)[CH:22]=3)=[CH:13][N:12]=2)[CH2:10][CH2:9]1)(C)(C)C.[ClH:28]. Product: [ClH:28].[ClH:28].[CH3:26][C:24]1[N:25]=[C:20]2[CH:19]=[CH:18][C:17]([C:14]3[CH:15]=[CH:16][C:11]([C:8]4([NH2:7])[CH2:9][CH2:10]4)=[N:12][CH:13]=3)=[CH:22][N:21]2[CH:23]=1. The catalyst class is: 135. (3) Reactant: [C:1]1([C:20]2[CH:25]=[CH:24][CH:23]=[CH:22][CH:21]=2)[CH:6]=[CH:5][CH:4]=[CH:3][C:2]=1[CH2:7][N:8]1[CH2:13][CH2:12][N:11]([CH2:14][C:15]([O:17]CC)=O)[CH2:10][CH2:9]1.[NH2:26][NH2:27]. Product: [C:1]1([C:20]2[CH:25]=[CH:24][CH:23]=[CH:22][CH:21]=2)[CH:6]=[CH:5][CH:4]=[CH:3][C:2]=1[CH2:7][N:8]1[CH2:13][CH2:12][N:11]([CH2:14][C:15]([NH:26][NH2:27])=[O:17])[CH2:10][CH2:9]1. The catalyst class is: 8.